This data is from Forward reaction prediction with 1.9M reactions from USPTO patents (1976-2016). The task is: Predict the product of the given reaction. (1) Given the reactants Br[C:2]1[C:6](=[O:7])[C:5]([CH3:9])([CH3:8])[O:4][C:3]=1[C:10]1[CH:11]=[CH:12][C:13]([O:18][CH3:19])=[C:14]([CH:17]=1)[C:15]#[N:16].CC1(C)C(C)(C)OB([C:28]2[CH:45]=[CH:44][C:31]([O:32][CH2:33][C:34]3[CH:43]=[CH:42][C:41]4[C:36](=[CH:37][CH:38]=[CH:39][CH:40]=4)[N:35]=3)=[CH:30][CH:29]=2)O1.C([O-])([O-])=O.[Cs+].[Cs+], predict the reaction product. The product is: [CH3:8][C:5]1([CH3:9])[O:4][C:3]([C:10]2[CH:11]=[CH:12][C:13]([O:18][CH3:19])=[C:14]([CH:17]=2)[C:15]#[N:16])=[C:2]([C:28]2[CH:29]=[CH:30][C:31]([O:32][CH2:33][C:34]3[CH:43]=[CH:42][C:41]4[C:36](=[CH:37][CH:38]=[CH:39][CH:40]=4)[N:35]=3)=[CH:44][CH:45]=2)[C:6]1=[O:7]. (2) Given the reactants [CH2:1]([O:8][C:9](=[O:20])[N:10]([CH2:17][CH:18]=C)[CH:11](C)[CH2:12][CH2:13][CH:14]=[CH2:15])[C:2]1[CH:7]=[CH:6][CH:5]=[CH:4][CH:3]=1, predict the reaction product. The product is: [CH2:1]([O:8][C:9]([N:10]1[CH2:11][CH:12]=[CH:13][CH2:14][CH2:15][CH:17]1[CH3:18])=[O:20])[C:2]1[CH:3]=[CH:4][CH:5]=[CH:6][CH:7]=1. (3) Given the reactants Br[C:2]1[CH:3]=[CH:4][C:5]2[O:9][C:8]([C:10]([O:12][CH3:13])=[O:11])=[C:7]([CH3:14])[C:6]=2[CH:15]=1.[NH:16]1[CH2:21][CH2:20][O:19][CH2:18][CH2:17]1.C(=O)([O-])[O-].[Cs+].[Cs+].CC1(C)C2C=CC=C(P(C3C=CC=CC=3)C3C=CC=CC=3)C=2OC2C1=CC=CC=2P(C1C=CC=CC=1)C1C=CC=CC=1, predict the reaction product. The product is: [CH3:14][C:7]1[C:6]2[CH:15]=[C:2]([N:16]3[CH2:21][CH2:20][O:19][CH2:18][CH2:17]3)[CH:3]=[CH:4][C:5]=2[O:9][C:8]=1[C:10]([O:12][CH3:13])=[O:11]. (4) Given the reactants Br[C:2]1[C:7]2[N:8]([CH3:22])[C:9]([NH:11][C:12]3[C:17]([CH3:18])=[CH:16][C:15]([Cl:19])=[CH:14][C:13]=3[O:20][CH3:21])=[N:10][C:6]=2[CH:5]=[CH:4][CH:3]=1.[Cu](C#N)[C:24]#[N:25].O, predict the reaction product. The product is: [Cl:19][C:15]1[CH:16]=[C:17]([CH3:18])[C:12]([NH:11][C:9]2[N:8]([CH3:22])[C:7]3[C:2]([C:24]#[N:25])=[CH:3][CH:4]=[CH:5][C:6]=3[N:10]=2)=[C:13]([O:20][CH3:21])[CH:14]=1.